From a dataset of Reaction yield outcomes from USPTO patents with 853,638 reactions. Predict the reaction yield, written as a fraction of the theoretical maximum amount of product (1.0 means a 100% yield; for example, 0.34 means a 34% yield). (1) The reactants are [C:1]([O:11][CH3:12])(=[O:10])[CH:2]=[CH:3][C:4]1[CH:9]=[CH:8][CH:7]=[CH:6][CH:5]=1.[N+:13]([CH3:16])([O-:15])=[O:14].CN(C)C(N(C)C)=N.Cl. The catalyst is C(OCC)C. The product is [CH3:12][O:11][C:1](=[O:10])[CH2:2][CH:3]([C:4]1[CH:5]=[CH:6][CH:7]=[CH:8][CH:9]=1)[CH2:16][N+:13]([O-:15])=[O:14]. The yield is 0.610. (2) The reactants are [Cl:1][C:2]1[C:7]([OH:8])=[C:6]([CH:9]=[CH2:10])[CH:5]=[C:4]([CH2:11][OH:12])[N:3]=1.[H-].[Na+].[CH2:15](Br)[CH:16]=[CH2:17]. The catalyst is CN(C=O)C.CCOC(C)=O. The product is [CH2:17]([O:8][C:7]1[C:6]([CH:9]=[CH2:10])=[CH:5][C:4]([CH2:11][OH:12])=[N:3][C:2]=1[Cl:1])[CH:16]=[CH2:15]. The yield is 0.810. (3) The reactants are [C@@H:1]1([N:10]2C=CC(N)=NC2=O)[O:9][C@H:6]([CH2:7]O)[C@@H:4](O)[C@H:2]1O.[C:18](OC(=O)C1C=CC=CC=1)(=O)[C:19]1C=CC=CC=1. The catalyst is CN(C=O)C. The product is [C:1]([NH2:10])(=[O:9])[C:2]1[CH:4]=[CH:6][CH:7]=[CH:19][CH:18]=1. The yield is 0.983. (4) The reactants are I[C:2]1[CH:7]=[CH:6][N:5]=[C:4]([S:8][CH3:9])[N:3]=1.C(N(CC)CC)C.[CH3:17][CH:18]([CH3:22])[CH2:19][C:20]#[CH:21].O. The catalyst is O1CCCC1.[Cu]I.CCOCC. The product is [CH3:17][CH:18]([CH3:22])[CH2:19][C:20]#[C:21][C:2]1[CH:7]=[CH:6][N:5]=[C:4]([S:8][CH3:9])[N:3]=1. The yield is 0.920.